Dataset: Forward reaction prediction with 1.9M reactions from USPTO patents (1976-2016). Task: Predict the product of the given reaction. (1) The product is: [CH:18]([NH:17][C:16](=[N:15][CH:9]([CH3:14])[CH3:10])[O:8][CH2:1][C:2]1[CH:7]=[CH:6][CH:5]=[CH:4][CH:3]=1)([CH3:23])[CH3:19]. Given the reactants [CH2:1]([OH:8])[C:2]1[CH:7]=[CH:6][CH:5]=[CH:4][CH:3]=1.[CH:9]1([N:15]=[C:16]=[N:17][CH:18]2[CH2:23]CCC[CH2:19]2)[CH2:14]CCC[CH2:10]1, predict the reaction product. (2) Given the reactants [C:1]1([NH:7][C:8]2([C:14]#[N:15])[CH2:13][CH2:12][CH2:11][CH2:10][CH2:9]2)[CH:6]=[CH:5][CH:4]=[CH:3][CH:2]=1.[H-].[Al+3].[Li+].[H-].[H-].[H-].O.[OH-].[Na+], predict the reaction product. The product is: [NH2:15][CH2:14][C:8]1([NH:7][C:1]2[CH:6]=[CH:5][CH:4]=[CH:3][CH:2]=2)[CH2:13][CH2:12][CH2:11][CH2:10][CH2:9]1. (3) Given the reactants Br[CH:2]([CH3:7])[C:3]([O:5][CH3:6])=[O:4].[CH:8]([NH2:11])([CH3:10])[CH3:9].C(=O)([O-])[O-].[K+].[K+].O, predict the reaction product. The product is: [CH:8]([NH:11][CH:2]([CH3:7])[C:3]([O:5][CH3:6])=[O:4])([CH3:10])[CH3:9]. (4) The product is: [CH3:77][C:78]1[CH2:83][CH2:82][CH:81]([C:84]([CH3:86])=[CH2:85])[CH2:80][CH:79]=1. Given the reactants CCCCCCCCCCCCCCCCOC[C@@H](OC(NC)=O)COP(OCC[N+](C)(C)C)([O-])=O.C=CC1C=CC=CC=1.CC1C=C(O)C(C(CCC2C=CC3OC=CC=3C=2)=O)=C(O[C@@H]2O[C@H](O)[C@@H](O)[C@H](O)[C@H]2O)C=1.[CH3:77][C:78]1[CH2:83][CH2:82][C@@H:81]([C:84]([CH3:86])=[CH2:85])[CH2:80][CH:79]=1.C=CC1C=CC=CC=1, predict the reaction product. (5) Given the reactants C(O[C:4]([C:6]1[C:11](=[O:12])[N:10]([CH2:13][C:14]2[CH:19]=[CH:18][CH:17]=[C:16]([C:20]([F:23])([F:22])[F:21])[CH:15]=2)[N:9]2[CH:24]=[CH:25][CH:26]=[C:8]2[C:7]=1[OH:27])=[O:5])C.[NH2:28][CH2:29][C:30]([O-:32])=[O:31].[Na+], predict the reaction product. The product is: [F:23][C:20]([F:22])([F:21])[C:16]1[CH:15]=[C:14]([CH:19]=[CH:18][CH:17]=1)[CH2:13][N:10]1[C:11](=[O:12])[C:6]([C:4]([NH:28][CH2:29][C:30]([OH:32])=[O:31])=[O:5])=[C:7]([OH:27])[C:8]2=[CH:26][CH:25]=[CH:24][N:9]12. (6) Given the reactants [Cl:1][C:2]1[C:7]([CH3:8])=[C:6](Cl)[N:5]=[CH:4][N:3]=1.[C:10]1(B(O)O)[CH:15]=[CH:14][CH:13]=[CH:12][CH:11]=1.C1(P(C2CCCCC2)C2CCCCC2)CCCCC1.C(=O)([O-])[O-].[Cs+].[Cs+], predict the reaction product. The product is: [Cl:1][C:2]1[C:7]([CH3:8])=[C:6]([C:10]2[CH:15]=[CH:14][CH:13]=[CH:12][CH:11]=2)[N:5]=[CH:4][N:3]=1. (7) Given the reactants Br[C:2]1[CH:7]=[C:6]([C:8]([CH3:11])([CH3:10])[CH3:9])[CH:5]=[C:4]([C:12]([CH3:15])([CH3:14])[CH3:13])[CH:3]=1.C([Li])CCC.[Cl:21][Si:22](Cl)([Cl:29])[C:23]1[CH:28]=[CH:27][CH:26]=[CH:25][CH:24]=1, predict the reaction product. The product is: [Cl:21][Si:22]([Cl:29])([C:2]1[CH:7]=[C:6]([C:8]([CH3:11])([CH3:10])[CH3:9])[CH:5]=[C:4]([C:12]([CH3:15])([CH3:14])[CH3:13])[CH:3]=1)[C:23]1[CH:28]=[CH:27][CH:26]=[CH:25][CH:24]=1. (8) The product is: [CH3:1][C:2]1[C:10]2[C:5](=[CH:6][N:7]=[CH:8][CH:9]=2)[N:4]([NH2:33])[CH:3]=1. Given the reactants [CH3:1][C:2]1[C:10]2[C:5](=[CH:6][N:7]=[CH:8][CH:9]=2)[NH:4][CH:3]=1.CC([O-])(C)C.[K+].O(C(OC(C)(C)C)=O)C(OC(C)(C)C)=O.C[N:33](C=O)C, predict the reaction product. (9) Given the reactants [C:1]([C:3]1[N:4]=[CH:5][C:6]([NH:22][C@H:23]([CH2:27][CH3:28])[C:24]([NH2:26])=[O:25])=[N:7][C:8]=1[NH:9][C:10]1[CH:15]=[CH:14][C:13]([C:16]2[CH:17]=[N:18][CH:19]=[CH:20][CH:21]=2)=[CH:12][CH:11]=1)#[N:2].[OH-].[Na+].OO.CC(O)=[O:35], predict the reaction product. The product is: [NH2:26][C:24](=[O:25])[C@H:23]([NH:22][C:6]1[N:7]=[C:8]([NH:9][C:10]2[CH:11]=[CH:12][C:13]([C:16]3[CH:17]=[N:18][CH:19]=[CH:20][CH:21]=3)=[CH:14][CH:15]=2)[C:3]([C:1]([NH2:2])=[O:35])=[N:4][CH:5]=1)[CH2:27][CH3:28].